From a dataset of Catalyst prediction with 721,799 reactions and 888 catalyst types from USPTO. Predict which catalyst facilitates the given reaction. (1) Reactant: [N:1]([CH2:4][C:5]1[CH:10]=[CH:9][CH:8]=[C:7]([CH2:11][O:12][C:13]([C:26]2[CH:31]=[CH:30][CH:29]=[CH:28][CH:27]=2)([C:20]2[CH:25]=[CH:24][CH:23]=[CH:22][CH:21]=2)[C:14]2[CH:19]=[CH:18][CH:17]=[CH:16][CH:15]=2)[N:6]=1)=[N+]=[N-].C1(P(C2C=CC=CC=2)C2C=CC=CC=2)C=CC=CC=1.O. Product: [C:26]1([C:13]([C:14]2[CH:15]=[CH:16][CH:17]=[CH:18][CH:19]=2)([C:20]2[CH:21]=[CH:22][CH:23]=[CH:24][CH:25]=2)[O:12][CH2:11][C:7]2[N:6]=[C:5]([CH2:4][NH2:1])[CH:10]=[CH:9][CH:8]=2)[CH:27]=[CH:28][CH:29]=[CH:30][CH:31]=1. The catalyst class is: 1. (2) Reactant: [CH:1]([C:4]1[CH:5]=[C:6]([NH:10][C:11]([C:13]2[CH:14]=[C:15]([N:19]3[CH2:28][C:27]4[CH:26]=[N:25][CH:24]=[C:23]([C:29](O)=[O:30])[C:22]=4[CH2:21][CH2:20]3)[CH:16]=[CH:17][CH:18]=2)=[O:12])[CH:7]=[CH:8][CH:9]=1)([CH3:3])[CH3:2].C(N(CC)CC)C.CCCP(=O)=O.[NH2:45][CH2:46][CH2:47][CH2:48][OH:49]. Product: [OH:49][CH2:48][CH2:47][CH2:46][NH:45][C:29]([C:23]1[C:22]2[CH2:21][CH2:20][N:19]([C:15]3[CH:16]=[CH:17][CH:18]=[C:13]([C:11]([NH:10][C:6]4[CH:7]=[CH:8][CH:9]=[C:4]([CH:1]([CH3:3])[CH3:2])[CH:5]=4)=[O:12])[CH:14]=3)[CH2:28][C:27]=2[CH:26]=[N:25][CH:24]=1)=[O:30]. The catalyst class is: 864. (3) Reactant: [NH2:1][C:2]1[CH:10]=[C:9]([Br:11])[CH:8]=[CH:7][C:3]=1[C:4]([OH:6])=O.[CH3:12][NH:13][C:14]([CH:16]1[CH2:20][CH2:19][O:18][CH2:17]1)=O.O=S(Cl)Cl.C([O-])([O-])=O.[Na+].[Na+]. Product: [Br:11][C:9]1[CH:10]=[C:2]2[C:3]([C:4](=[O:6])[N:13]([CH3:12])[C:14]([CH:16]3[CH2:20][CH2:19][O:18][CH2:17]3)=[N:1]2)=[CH:7][CH:8]=1. The catalyst class is: 11. (4) Reactant: [Cl:1][C:2]1[CH:10]=[C:9]2[C:5]([CH:6]=[N:7][N:8]2C(=O)C)=[C:4]([NH:14][C:15]2[C:23]3[C:18](=[CH:19][N:20]=[CH:21][CH:22]=3)[O:17][C:16]=2[C:24]2[N:29]=[CH:28][CH:27]=[CH:26][N:25]=2)[CH:3]=1.Cl. Product: [Cl:1][C:2]1[CH:10]=[C:9]2[C:5]([CH:6]=[N:7][NH:8]2)=[C:4]([NH:14][C:15]2[C:23]3[C:18](=[CH:19][N:20]=[CH:21][CH:22]=3)[O:17][C:16]=2[C:24]2[N:25]=[CH:26][CH:27]=[CH:28][N:29]=2)[CH:3]=1. The catalyst class is: 5. (5) Reactant: [NH2:1][CH:2]1[CH:7]2[CH2:8][CH:4]([CH2:5][N:6]2[C:9]([O:11][C:12]([CH3:15])([CH3:14])[CH3:13])=[O:10])[CH2:3]1.[Cl:16][C:17]1[N:22]=[C:21](Cl)[CH:20]=[C:19]([F:24])[N:18]=1.C([O-])([O-])=O.[K+].[K+]. Product: [Cl:16][C:17]1[N:22]=[C:21]([NH:1][CH:2]2[CH:7]3[CH2:8][CH:4]([CH2:5][N:6]3[C:9]([O:11][C:12]([CH3:15])([CH3:14])[CH3:13])=[O:10])[CH2:3]2)[CH:20]=[C:19]([F:24])[N:18]=1. The catalyst class is: 3. (6) Reactant: Br[C:2]1[CH:10]=[CH:9][CH:8]=[C:7]2[C:3]=1[CH2:4][CH2:5][C:6]2=[O:11].[CH3:12][N:13](C=O)C. Product: [O:11]=[C:6]1[C:7]2[CH:8]=[CH:9][CH:10]=[C:2]([C:12]#[N:13])[C:3]=2[CH2:4][CH2:5]1. The catalyst class is: 380. (7) Reactant: Cl[C:2]1[C:11]2[C:6](=[CH:7][C:8]([F:13])=[CH:9][C:10]=2[F:12])[N:5]=[C:4]([C:14]2[CH:19]=[CH:18][CH:17]=[CH:16][C:15]=2[S:20][CH3:21])[C:3]=1[CH3:22].[O:23]1[CH2:28][CH2:27][N:26]([C:29]2[C:34]([NH2:35])=[CH:33][C:32]([N:36]3[CH2:41][CH2:40][O:39][CH2:38][CH2:37]3)=[CH:31][N:30]=2)[CH2:25][CH2:24]1. Product: [N:26]1([C:29]2[C:34]([NH:35][C:2]3[C:11]4[C:6](=[CH:7][C:8]([F:13])=[CH:9][C:10]=4[F:12])[N:5]=[C:4]([C:14]4[CH:19]=[CH:18][CH:17]=[CH:16][C:15]=4[S:20][CH3:21])[C:3]=3[CH3:22])=[CH:33][C:32]([N:36]3[CH2:37][CH2:38][O:39][CH2:40][CH2:41]3)=[CH:31][N:30]=2)[CH2:25][CH2:24][O:23][CH2:28][CH2:27]1. The catalyst class is: 11. (8) Reactant: Br[C:2]1[CH:7]=[CH:6][CH:5]=[C:4]([O:8][CH3:9])[N:3]=1.[Li]CCCC.[Br:15][C:16]1[N:21]=[C:20]([CH:22]=[O:23])[CH:19]=[CH:18][CH:17]=1. Product: [Br:15][C:16]1[N:21]=[C:20]([CH:22]([C:2]2[CH:7]=[CH:6][CH:5]=[C:4]([O:8][CH3:9])[N:3]=2)[OH:23])[CH:19]=[CH:18][CH:17]=1. The catalyst class is: 1.